From a dataset of Forward reaction prediction with 1.9M reactions from USPTO patents (1976-2016). Predict the product of the given reaction. (1) Given the reactants [Br:1][C:2]1[CH:10]=[CH:9][C:8]([F:11])=[C:7]2[C:3]=1[CH2:4][CH2:5][C@@H:6]2[OH:12].N1C=CN=C1.[C:18]([Si:22]([CH3:25])([CH3:24])Cl)([CH3:21])([CH3:20])[CH3:19].O, predict the reaction product. The product is: [Br:1][C:2]1[CH:10]=[CH:9][C:8]([F:11])=[C:7]2[C:3]=1[CH2:4][CH2:5][C@@H:6]2[O:12][Si:22]([C:18]([CH3:21])([CH3:20])[CH3:19])([CH3:25])[CH3:24]. (2) Given the reactants [F:1][C:2]1[CH:3]=[CH:4][CH:5]=[C:6]2[C:11]=1[N:10]=[C:9]([C:12](O)=[O:13])[CH:8]=[C:7]2[C:15]1[CH:20]=[CH:19][C:18]([F:21])=[CH:17][CH:16]=1.C([O-])=O.[NH4+].F[P-](F)(F)(F)(F)F.[N:33]1(O[P+](N(C)C)(N(C)C)N(C)C)C2C=CC=CC=2N=N1.C(N(CC)CC)C, predict the reaction product. The product is: [F:1][C:2]1[CH:3]=[CH:4][CH:5]=[C:6]2[C:11]=1[N:10]=[C:9]([C:12]([NH2:33])=[O:13])[CH:8]=[C:7]2[C:15]1[CH:20]=[CH:19][C:18]([F:21])=[CH:17][CH:16]=1.